From a dataset of Catalyst prediction with 721,799 reactions and 888 catalyst types from USPTO. Predict which catalyst facilitates the given reaction. (1) Product: [C:1]([O:4][CH2:5][C:6]1[C:11]([N:12]2[C:13](=[O:25])[C:14]3[S:20][C:19]4[CH2:21][CH2:22][CH2:23][CH2:24][C:18]=4[C:15]=3[CH2:16][CH2:17]2)=[CH:10][C:9]([F:26])=[CH:8][C:7]=1[C:37]1[N:45]=[C:44]2[C:40]([N:41]=[CH:42][N:43]2[CH2:46][O:47][CH2:48][CH2:49][Si:50]([CH3:51])([CH3:52])[CH3:53])=[C:39]([NH:54][C:55]2[CH:56]=[CH:57][C:58]([N:61]3[CH2:66][CH2:65][N:64]([CH:67]4[CH2:68][O:69][CH2:70]4)[CH2:63][CH2:62]3)=[CH:59][CH:60]=2)[N:38]=1)(=[O:3])[CH3:2]. Reactant: [C:1]([O:4][CH2:5][C:6]1[C:11]([N:12]2[CH2:17][CH2:16][C:15]3[C:18]4[CH2:24][CH2:23][CH2:22][CH2:21][C:19]=4[S:20][C:14]=3[C:13]2=[O:25])=[CH:10][C:9]([F:26])=[CH:8][C:7]=1B1OC(C)(C)C(C)(C)O1)(=[O:3])[CH3:2].I[C:37]1[N:45]=[C:44]2[C:40]([N:41]=[CH:42][N:43]2[CH2:46][O:47][CH2:48][CH2:49][Si:50]([CH3:53])([CH3:52])[CH3:51])=[C:39]([NH:54][C:55]2[CH:60]=[CH:59][C:58]([N:61]3[CH2:66][CH2:65][N:64]([CH:67]4[CH2:70][O:69][CH2:68]4)[CH2:63][CH2:62]3)=[CH:57][CH:56]=2)[N:38]=1.[O-]P([O-])([O-])=O.[K+].[K+].[K+].C([O-])(=O)C.[Na+]. The catalyst class is: 543. (2) Reactant: [Si:1]([O:8][CH2:9][CH2:10][O:11][C:12]1[CH:13]=[CH:14][C:15]([CH:26]=O)=[N:16][C:17]=1[C:18]1[CH:23]=[CH:22][C:21]([S:24][CH3:25])=[CH:20][CH:19]=1)([C:4]([CH3:7])([CH3:6])[CH3:5])([CH3:3])[CH3:2].[NH2:28][C:29]1[CH:37]=[C:36]([O:38][CH3:39])[CH:35]=[C:34]([O:40][CH3:41])[C:30]=1[C:31]([NH2:33])=[O:32].OS([O-])=O.[Na+].O.C1(C)C=CC(S(O)(=O)=O)=CC=1. Product: [Si:1]([O:8][CH2:9][CH2:10][O:11][C:12]1[CH:13]=[CH:14][C:15]([C:26]2[NH:33][C:31](=[O:32])[C:30]3[C:29](=[CH:37][C:36]([O:38][CH3:39])=[CH:35][C:34]=3[O:40][CH3:41])[N:28]=2)=[N:16][C:17]=1[C:18]1[CH:23]=[CH:22][C:21]([S:24][CH3:25])=[CH:20][CH:19]=1)([C:4]([CH3:7])([CH3:6])[CH3:5])([CH3:2])[CH3:3]. The catalyst class is: 80. (3) Reactant: [Br:1][C:2]1[CH:3]=[C:4]([CH:11]([NH:14][C:15]([CH3:18])([CH3:17])[CH3:16])[CH2:12][OH:13])[CH:5]=[C:6]([C:9]#[N:10])[C:7]=1[NH2:8].[C:19]([C@:27]([C:42]([OH:44])=[O:43])([OH:41])[C@:28]([C:33](=[O:40])[C:34]1[CH:39]=[CH:38][CH:37]=[CH:36][CH:35]=1)([OH:32])[C:29]([OH:31])=[O:30])(=[O:26])[C:20]1[CH:25]=[CH:24][CH:23]=[CH:22][CH:21]=1.C(OCC)C. Product: [C:33]([C@:28]([C:29]([OH:31])=[O:30])([OH:32])[C@:27]([C:19](=[O:26])[C:20]1[CH:25]=[CH:24][CH:23]=[CH:22][CH:21]=1)([OH:41])[C:42]([OH:44])=[O:43])(=[O:40])[C:34]1[CH:39]=[CH:38][CH:37]=[CH:36][CH:35]=1.[Br:1][C:2]1[CH:3]=[C:4]([CH:11]([NH:14][C:15]([CH3:18])([CH3:17])[CH3:16])[CH2:12][OH:13])[CH:5]=[C:6]([C:9]#[N:10])[C:7]=1[NH2:8]. The catalyst class is: 8. (4) Reactant: [Cl:1][C:2]1[CH:7]=[CH:6][C:5]([OH:8])=[CH:4][CH:3]=1.[CH3:9][C:10](O)([CH3:12])[CH3:11]. Product: [C:10]([C:6]1[CH:7]=[C:2]([Cl:1])[CH:3]=[CH:4][C:5]=1[OH:8])([CH3:12])([CH3:11])[CH3:9]. The catalyst class is: 82. (5) Product: [OH:4][CH2:3][C:5]1[C:14]2[C:9](=[CH:10][C:11]([C:15]([O:17][CH3:18])=[O:16])=[CH:12][CH:13]=2)[C:8]([C:19]2[C:20]([F:27])=[CH:21][C:22]([F:26])=[CH:23][C:24]=2[F:25])=[N:7][CH:6]=1. The catalyst class is: 6. Reactant: [BH4-].[Na+].[CH:3]([C:5]1[C:14]2[C:9](=[CH:10][C:11]([C:15]([O:17][CH3:18])=[O:16])=[CH:12][CH:13]=2)[C:8]([C:19]2[C:24]([F:25])=[CH:23][C:22]([F:26])=[CH:21][C:20]=2[F:27])=[N:7][CH:6]=1)=[O:4].CO. (6) Reactant: [C:1]([C:5]1[CH:10]=[CH:9][C:8]([N:11]2[C:15]([OH:16])=[C:14]([C:17](=O)[CH3:18])[C:13]([CH3:20])=[N:12]2)=[CH:7][CH:6]=1)([CH3:4])([CH3:3])[CH3:2].[CH3:21][O:22][C:23]([C:25]1[S:29][C:28]([C:30]([NH:32][NH2:33])=[O:31])=[CH:27][CH:26]=1)=[O:24]. Product: [C:1]([C:5]1[CH:10]=[CH:9][C:8]([N:11]2[C:15](=[O:16])[C:14](=[C:17]([NH:33][NH:32][C:30]([C:28]3[S:29][C:25]([C:23]([O:22][CH3:21])=[O:24])=[CH:26][CH:27]=3)=[O:31])[CH3:18])[C:13]([CH3:20])=[N:12]2)=[CH:7][CH:6]=1)([CH3:4])([CH3:3])[CH3:2]. The catalyst class is: 3.